From a dataset of Catalyst prediction with 721,799 reactions and 888 catalyst types from USPTO. Predict which catalyst facilitates the given reaction. (1) Reactant: C(OC([NH:8][C@H:9]([CH2:31][C:32]1[CH:37]=[CH:36][CH:35]=[CH:34][CH:33]=1)[CH2:10][N:11]([CH2:14][C@H:15]([NH:23][C:24]([O:26][C:27](C)(C)[CH3:28])=[O:25])[CH2:16][C:17]1[CH:22]=[CH:21][CH:20]=[CH:19][CH:18]=1)[CH2:12][CH3:13])=O)(C)(C)C.FC(F)(F)C(O)=O.[C:45](=[O:63])([O:56][CH2:57][C:58]1[S:62][CH:61]=[N:60][CH:59]=1)OC1C=CC([N+]([O-])=O)=CC=1. Product: [CH2:12]([N:11]([CH2:10][C@@H:9]([NH:8][C:45]([O:56][CH2:57][C:58]1[S:62][CH:61]=[N:60][CH:59]=1)=[O:63])[CH2:31][C:32]1[CH:33]=[CH:34][CH:35]=[CH:36][CH:37]=1)[CH2:14][C@@H:15]([NH:23][C:24]([O:26][CH2:27][C:28]1[S:62][CH:61]=[N:60][CH:59]=1)=[O:25])[CH2:16][C:17]1[CH:22]=[CH:21][CH:20]=[CH:19][CH:18]=1)[CH3:13]. The catalyst class is: 96. (2) Reactant: [C:1]([O:5][C:6]([N:8]1[CH2:12][C@@H:11]([CH2:13][N:14]([CH:31]([CH3:33])[CH3:32])[C:15](=[O:30])[C:16]2[CH:21]=[CH:20][C:19]([O:22][CH3:23])=[C:18]([O:24][CH2:25][CH2:26][CH2:27][O:28][CH3:29])[CH:17]=2)[C@H:10]([C:34](C)(C)[O:35][SiH2]C(C)(C)C)[CH2:9]1)=[O:7])([CH3:4])([CH3:3])[CH3:2].O.O.O.[F-].C([N+](CCCC)(CCCC)CCCC)CCC.CC#N.O.CC#N. Product: [C:1]([O:5][C:6]([N:8]1[CH2:12][C@@H:11]([CH2:13][N:14]([CH:31]([CH3:32])[CH3:33])[C:15](=[O:30])[C:16]2[CH:21]=[CH:20][C:19]([O:22][CH3:23])=[C:18]([O:24][CH2:25][CH2:26][CH2:27][O:28][CH3:29])[CH:17]=2)[C@H:10]([CH2:34][OH:35])[CH2:9]1)=[O:7])([CH3:4])([CH3:3])[CH3:2]. The catalyst class is: 20. (3) Reactant: Cl[C:2]1[NH:3][C:4]2[CH:10]=[C:9]([C:11]3[CH:16]=[CH:15][CH:14]=[CH:13][CH:12]=3)[CH:8]=[CH:7][C:5]=2[N:6]=1.[C:17]([O:21][C:22]([N:24]1[CH2:31][C@@H:30]2[C@@H:26]([CH2:27][NH:28][CH2:29]2)[CH2:25]1)=[O:23])([CH3:20])([CH3:19])[CH3:18]. Product: [C:17]([O:21][C:22]([N:24]1[CH2:25][C@@H:26]2[C@@H:30]([CH2:29][N:28]([C:2]3[NH:3][C:4]4[CH:10]=[C:9]([C:11]5[CH:16]=[CH:15][CH:14]=[CH:13][CH:12]=5)[CH:8]=[CH:7][C:5]=4[N:6]=3)[CH2:27]2)[CH2:31]1)=[O:23])([CH3:20])([CH3:18])[CH3:19]. The catalyst class is: 60. (4) Reactant: OO.[CH3:3][C:4]1[CH:9]=[CH:8][C:7]([NH:10][C:11]2[CH:16]=[C:15]([N:17]3[CH2:22][CH2:21][CH2:20][CH2:19][CH2:18]3)[N:14]=[C:13]([N:23]3[CH2:28][CH2:27][N:26]([C:29]4[CH:34]=[CH:33][CH:32]=[CH:31][N:30]=4)[CH2:25][CH2:24]3)[N:12]=2)=[CH:6][CH:5]=1.C([O-])(O)=[O:36].[Na+]. The catalyst class is: 2. Product: [CH3:3][C:4]1[CH:9]=[CH:8][C:7]([NH:10][C:11]2[CH:16]=[C:15]([N:17]3[CH2:22][CH2:21][CH2:20][CH2:19][CH2:18]3)[N:14]=[C:13]([N:23]3[CH2:24][CH2:25][N:26]([C:29]4[CH:34]=[CH:33][CH:32]=[CH:31][N+:30]=4[O-:36])[CH2:27][CH2:28]3)[N:12]=2)=[CH:6][CH:5]=1. (5) Reactant: [CH2:1]([S:3]([C:6]1[CH:11]=[CH:10][C:9]([C:12]2[C:17]([CH3:18])=[C:16]([N+:19]([O-])=O)[CH:15]=[CH:14][C:13]=2[O:22][CH2:23][C:24]([OH:26])=[O:25])=[CH:8][CH:7]=1)(=[O:5])=[O:4])[CH3:2].[CH3:27]COC(C)=O. Product: [NH2:19][C:16]1[CH:15]=[CH:14][C:13]([O:22][CH2:23][C:24]([O:26][CH3:27])=[O:25])=[C:12]([C:9]2[CH:10]=[CH:11][C:6]([S:3]([CH2:1][CH3:2])(=[O:5])=[O:4])=[CH:7][CH:8]=2)[C:17]=1[CH3:18]. The catalyst class is: 45. (6) Reactant: [C:1]([C:3]1[CH:8]=[CH:7][CH:6]=[CH:5][C:4]=1[C:9]1[CH:14]=[CH:13][C:12]([CH2:15][CH:16]([C:22](=O)[CH2:23][CH2:24][CH3:25])[C:17](OCC)=[O:18])=[CH:11][CH:10]=1)#[N:2].[N:27]1[N:28]=[C:29]([NH:32][CH:33]2[CH2:38][CH2:37][CH:36]([C:39]([O:41][CH2:42][CH3:43])=[O:40])[CH2:35][CH2:34]2)[NH:30][CH:31]=1.C(N(CC)C1C=CC=CC=1)C. Product: [C:1]([C:3]1[CH:8]=[CH:7][CH:6]=[CH:5][C:4]=1[C:9]1[CH:10]=[CH:11][C:12]([CH2:15][C:16]2[C:17](=[O:18])[N:32]([C@H:33]3[CH2:34][CH2:35][C@H:36]([C:39]([O:41][CH2:42][CH3:43])=[O:40])[CH2:37][CH2:38]3)[C:29]3[N:28]([N:27]=[CH:31][N:30]=3)[C:22]=2[CH2:23][CH2:24][CH3:25])=[CH:13][CH:14]=1)#[N:2]. The catalyst class is: 13. (7) The catalyst class is: 5. Reactant: [OH:1][C:2]1[N:10]=[C:9]([CH3:11])[CH:8]=[CH:7][C:3]=1[C:4]([OH:6])=[O:5].[OH-].[K+].[CH2:14](Br)[C:15]1[CH:20]=[CH:19][CH:18]=[CH:17][CH:16]=1. Product: [CH2:14]([N:10]1[C:9]([CH3:11])=[CH:8][CH:7]=[C:3]([C:4]([OH:6])=[O:5])[C:2]1=[O:1])[C:15]1[CH:20]=[CH:19][CH:18]=[CH:17][CH:16]=1. (8) Reactant: [CH2:1]([O:3][CH2:4][C:5]1[N:6]([N:18]=[C:19]([CH3:21])[CH3:20])[C:7]2[C:16]3[N:15]=[CH:14][CH:13]=[CH:12][C:11]=3[N:10]=[CH:9][C:8]=2[N:17]=1)[CH3:2].[BH4-].[Na+]. Product: [CH2:1]([O:3][CH2:4][C:5]1[N:6]([NH:18][CH:19]([CH3:20])[CH3:21])[C:7]2[C:16]3[N:15]=[CH:14][CH:13]=[CH:12][C:11]=3[N:10]=[CH:9][C:8]=2[N:17]=1)[CH3:2]. The catalyst class is: 5. (9) Reactant: [CH3:1][O:2][N:3]=[C:4]1[C:8]2[CH:9]=[CH:10][CH:11]=[CH:12][C:7]=2[O:6][C:5]1=[N:13][O:14][CH2:15][CH2:16][OH:17].[OH-].[K+].C(O)(=O)C. Product: [CH3:1][O:2]/[N:3]=[C:4](/[C:5]1[O:17][CH2:16][CH2:15][O:14][N:13]=1)\[C:8]1[CH:9]=[CH:10][CH:11]=[CH:12][C:7]=1[OH:6]. The catalyst class is: 6. (10) Reactant: [NH2:1][C:2]1[C:6]2[CH:7]=[C:8]3[C:15](=[O:16])[CH2:14][CH2:13][CH2:12][CH2:11][C:9]3=[N:10][C:5]=2[S:4][C:3]=1[C:17]([NH:19][C:20]1[S:21][C:22]([C:25]2[CH:30]=[CH:29][CH:28]=[CH:27][CH:26]=2)=[N:23][N:24]=1)=[O:18].[B-](F)(F)(F)F.CCN([S+](F)F)CC. Product: [NH2:1][C:2]1[C:6]2[CH:7]=[C:8]3[CH:15]([OH:16])[CH2:14][CH2:13][CH2:12][CH2:11][C:9]3=[N:10][C:5]=2[S:4][C:3]=1[C:17]([NH:19][C:20]1[S:21][C:22]([C:25]2[CH:30]=[CH:29][CH:28]=[CH:27][CH:26]=2)=[N:23][N:24]=1)=[O:18]. The catalyst class is: 2.